From a dataset of Reaction yield outcomes from USPTO patents with 853,638 reactions. Predict the reaction yield, written as a fraction of the theoretical maximum amount of product (1.0 means a 100% yield; for example, 0.34 means a 34% yield). (1) The reactants are [CH3:1][O:2][C:3]1[CH:4]=[C:5]([N:12]2[CH2:17][CH2:16][N:15]([CH:18]3[CH2:23][CH2:22][N:21]([CH2:24][CH2:25][S:26]([CH3:29])(=[O:28])=[O:27])[CH2:20][CH2:19]3)[CH2:14][CH2:13]2)[CH:6]=[CH:7][C:8]=1[N+:9]([O-])=O. The catalyst is CCOC(C)=O.CCO.[Pd]. The product is [CH3:1][O:2][C:3]1[CH:4]=[C:5]([N:12]2[CH2:13][CH2:14][N:15]([CH:18]3[CH2:19][CH2:20][N:21]([CH2:24][CH2:25][S:26]([CH3:29])(=[O:27])=[O:28])[CH2:22][CH2:23]3)[CH2:16][CH2:17]2)[CH:6]=[CH:7][C:8]=1[NH2:9]. The yield is 0.630. (2) The reactants are [C:1]1([CH:7]([C:35]2[CH:40]=[CH:39][CH:38]=[CH:37][CH:36]=2)[CH2:8][NH:9][C:10]2[N:18]=[C:17]([C:19]([O:21]C)=[O:20])[N:16]=[C:15]3[C:11]=2[N:12]=[CH:13][N:14]3[C@H:23]2[C@H:27]([OH:28])[C@H:26]([OH:29])[C@@H:25]([C:30]([NH:32][CH2:33][CH3:34])=[O:31])[O:24]2)[CH:6]=[CH:5][CH:4]=[CH:3][CH:2]=1.[OH-].[Na+].Cl. The catalyst is CO. The yield is 0.300. The product is [C:35]1([CH:7]([C:1]2[CH:2]=[CH:3][CH:4]=[CH:5][CH:6]=2)[CH2:8][NH:9][C:10]2[N:18]=[C:17]([C:19]([OH:21])=[O:20])[N:16]=[C:15]3[C:11]=2[N:12]=[CH:13][N:14]3[C@H:23]2[C@H:27]([OH:28])[C@H:26]([OH:29])[C@@H:25]([C:30]([NH:32][CH2:33][CH3:34])=[O:31])[O:24]2)[CH:36]=[CH:37][CH:38]=[CH:39][CH:40]=1.